Dataset: Full USPTO retrosynthesis dataset with 1.9M reactions from patents (1976-2016). Task: Predict the reactants needed to synthesize the given product. Given the product [C:45]([O:49][C@@H:50]([C:56]1[C:80]([CH3:81])=[CH:79][C:59]2[N:60]=[C:61]([N:63]3[CH2:68][CH2:67][N:66]([CH:1]([CH3:3])[CH3:2])[CH:65]([C:69]4[CH:70]=[C:71]5[C:75](=[CH:76][CH:77]=4)[N:74]([CH3:78])[N:73]=[CH:72]5)[CH2:64]3)[S:62][C:58]=2[C:57]=1[C:82]1[CH:87]=[CH:86][C:85]([Cl:88])=[CH:84][CH:83]=1)[C:51]([O:53][CH2:54][CH3:55])=[O:52])([CH3:46])([CH3:47])[CH3:48], predict the reactants needed to synthesize it. The reactants are: [C:1](O[C@@H](C1C(C)=CC2N=C(N3CCN(C)C(C4C=C5C(=CC=4)N(C)N=C5)C3=O)SC=2C=1C1C=CC(Cl)=CC=1)C(O)=O)(C)([CH3:3])[CH3:2].[C:45]([O:49][C@@H:50]([C:56]1[C:80]([CH3:81])=[CH:79][C:59]2[N:60]=[C:61]([N:63]3[CH2:68][CH2:67][NH:66][CH:65]([C:69]4[CH:70]=[C:71]5[C:75](=[CH:76][CH:77]=4)[N:74]([CH3:78])[N:73]=[CH:72]5)[CH2:64]3)[S:62][C:58]=2[C:57]=1[C:82]1[CH:87]=[CH:86][C:85]([Cl:88])=[CH:84][CH:83]=1)[C:51]([O:53][CH2:54][CH3:55])=[O:52])([CH3:48])([CH3:47])[CH3:46].COC(OC)(C)C.C=O.